Dataset: Cav3 T-type calcium channel HTS with 100,875 compounds. Task: Binary Classification. Given a drug SMILES string, predict its activity (active/inactive) in a high-throughput screening assay against a specified biological target. (1) The molecule is O=C(NCCc1ccccc1)c1nn2c(cc(nc2n1)C)C. The result is 0 (inactive). (2) The molecule is o1c(nc(c1NCCCn1ccnc1)C#N)Cc1c2c(ccc1)cccc2. The result is 0 (inactive). (3) The molecule is s1c2ncn3c(nnc3)c2c(c2ccccc2)c1. The result is 0 (inactive). (4) The compound is O=c1nc([nH]c2c1cccc2)CN1CCc2c(C1)cccc2. The result is 0 (inactive). (5) The compound is S(=O)(=O)(N1CCN(CC1)c1c(OCC)cccc1)c1cc(F)c(F)cc1. The result is 0 (inactive).